From a dataset of Forward reaction prediction with 1.9M reactions from USPTO patents (1976-2016). Predict the product of the given reaction. (1) Given the reactants [F:1][C:2]([F:15])([F:14])[C:3]1[CH:8]=[CH:7][CH:6]=[CH:5][C:4]=1[NH:9][CH2:10][C:11]([OH:13])=[O:12].O1CCOCC1.[C:22](O[C:22]([O:24][C:25]([CH3:28])([CH3:27])[CH3:26])=[O:23])([O:24][C:25]([CH3:28])([CH3:27])[CH3:26])=[O:23].Cl, predict the reaction product. The product is: [C:25]([O:24][C:22]([N:9]([C:4]1[CH:5]=[CH:6][CH:7]=[CH:8][C:3]=1[C:2]([F:14])([F:15])[F:1])[CH2:10][C:11]([OH:13])=[O:12])=[O:23])([CH3:28])([CH3:27])[CH3:26]. (2) Given the reactants [N-:1]=[C:2]=[S:3].[C:4]1([C:10]2[CH:15]=[CH:14][CH:13]=[CH:12][C:11]=2[CH2:16][S:17][C:18]2[CH:19]=[CH:20][CH:21]=[CH:22][CH:23]=2)[CH:9]=[CH:8][CH:7]=[CH:6][CH:5]=1.O.[NH2:25][NH2:26], predict the reaction product. The product is: [NH:25]([C:2]([NH:1][C:20]1[CH:21]=[CH:22][CH:23]=[C:18]([S:17][CH2:16][C:11]2[CH:12]=[CH:13][CH:14]=[CH:15][C:10]=2[C:4]2[CH:9]=[CH:8][CH:7]=[CH:6][CH:5]=2)[CH:19]=1)=[S:3])[NH2:26]. (3) Given the reactants [C:1]([C:3]1[CH:4]=[CH:5][C:6]2[N:10]=[CH:9][NH:8][C:7]=2[CH:11]=1)#[N:2].[Cl:12][CH2:13][CH2:14][CH2:15][CH2:16]Br, predict the reaction product. The product is: [Cl:12][CH2:13][CH2:14][CH2:15][CH2:16][N:8]1[C:7]2[CH:11]=[C:3]([C:1]#[N:2])[CH:4]=[CH:5][C:6]=2[N:10]=[CH:9]1. (4) The product is: [C:28]([O:27][C:25]([N:15]1[C:14]2[CH2:13][N:12]([C:9]3[N:8]=[CH:7][C:6]([CH2:5][CH2:4][C:3]([O:2][CH3:1])=[O:32])=[CH:11][N:10]=3)[CH2:24][CH2:23][C:22]=2[C:21]2[C:16]1=[CH:17][CH:18]=[CH:19][CH:20]=2)=[O:26])([CH3:31])([CH3:30])[CH3:29]. Given the reactants [CH3:1][O:2][C:3](=[O:32])/[CH:4]=[CH:5]/[C:6]1[CH:7]=[N:8][C:9]([N:12]2[CH2:24][CH2:23][C:22]3[C:21]4[C:16](=[CH:17][CH:18]=[CH:19][CH:20]=4)[N:15]([C:25]([O:27][C:28]([CH3:31])([CH3:30])[CH3:29])=[O:26])[C:14]=3[CH2:13]2)=[N:10][CH:11]=1.[H][H], predict the reaction product. (5) The product is: [Br:1][C:2]1[C:10]([CH3:11])=[CH:9][C:5]([C:6]([N:8]=[CH:15][N:16]([CH3:18])[CH3:17])=[O:7])=[C:4]([F:12])[CH:3]=1. Given the reactants [Br:1][C:2]1[C:10]([CH3:11])=[CH:9][C:5]([C:6]([NH2:8])=[O:7])=[C:4]([F:12])[CH:3]=1.CO[CH:15](OC)[N:16]([CH3:18])[CH3:17], predict the reaction product. (6) The product is: [Br:10][C:11]1[CH:12]=[CH:13][C:14]([Cl:20])=[C:15]([C:16]2[NH:9][C:4]3[C:5]([N:8]=2)=[N:6][CH:7]=[C:2]([CH3:1])[CH:3]=3)[CH:19]=1. Given the reactants [CH3:1][C:2]1[CH:3]=[C:4]([NH2:9])[C:5]([NH2:8])=[N:6][CH:7]=1.[Br:10][C:11]1[CH:12]=[CH:13][C:14]([Cl:20])=[C:15]([CH:19]=1)[C:16](O)=O, predict the reaction product.